Predict the reaction yield, written as a fraction of the theoretical maximum amount of product (1.0 means a 100% yield; for example, 0.34 means a 34% yield). From a dataset of Reaction yield outcomes from USPTO patents with 853,638 reactions. The reactants are [CH3:1][C:2]1([CH3:44])[O:6][C@@H:5]([CH2:7][CH2:8][NH:9][C:10]([CH:12]2[CH:16]([C:17]3[CH:22]=[CH:21][CH:20]=[C:19]([Cl:23])[C:18]=3[F:24])[C:15]([C:27]3[CH:32]=[CH:31][C:30]([Cl:33])=[CH:29][C:28]=3[F:34])([C:25]#[N:26])[CH:14]([CH2:35][C:36]([CH3:43])([CH3:42])[CH2:37][CH2:38][N:39]=[N+]=[N-])[NH:13]2)=[O:11])[CH2:4][O:3]1. The catalyst is C(OCC)(=O)C.O=[Pt]=O. The product is [CH3:1][C:2]1([CH3:44])[O:6][C@@H:5]([CH2:7][CH2:8][NH:9][C:10]([CH:12]2[CH:16]([C:17]3[CH:22]=[CH:21][CH:20]=[C:19]([Cl:23])[C:18]=3[F:24])[C:15]([C:27]3[CH:32]=[CH:31][C:30]([Cl:33])=[CH:29][C:28]=3[F:34])([C:25]#[N:26])[CH:14]([CH2:35][C:36]([CH3:43])([CH3:42])[CH2:37][CH2:38][NH2:39])[NH:13]2)=[O:11])[CH2:4][O:3]1. The yield is 0.980.